Dataset: Reaction yield outcomes from USPTO patents with 853,638 reactions. Task: Predict the reaction yield, written as a fraction of the theoretical maximum amount of product (1.0 means a 100% yield; for example, 0.34 means a 34% yield). (1) The reactants are S(=O)(=O)(O)O.[CH2:6]([O:10][C:11]1[CH:20]=[C:19]2[C:14]([CH:15]=[C:16]([CH2:23][CH2:24][C@H:25]3[CH2:30][CH2:29][C@H:28]([CH2:31][CH2:32][CH3:33])[CH2:27][CH2:26]3)[C:17]([F:22])=[C:18]2[F:21])=[CH:13][CH:12]=1)[CH2:7][CH2:8][CH3:9].O.O.[I:36](O)(=O)(=O)=O.II. The catalyst is C(O)(=O)C.O. The product is [CH2:6]([O:10][C:11]1[C:20]([I:36])=[C:19]2[C:14]([CH:15]=[C:16]([CH2:23][CH2:24][C@H:25]3[CH2:30][CH2:29][C@H:28]([CH2:31][CH2:32][CH3:33])[CH2:27][CH2:26]3)[C:17]([F:22])=[C:18]2[F:21])=[CH:13][CH:12]=1)[CH2:7][CH2:8][CH3:9]. The yield is 0.739. (2) The reactants are [NH2:1][C:2]1[CH:11]=[C:10]2[C:5]([C:6]3([CH2:21][CH2:20][CH2:19][CH2:18]3)[C:7](=[O:17])[N:8]([CH2:13][CH:14]3[CH2:16][CH2:15]3)[C:9]2=[O:12])=[CH:4][CH:3]=1.[Cl:22][C:23]1[CH:24]=[C:25]([NH:31][C:32]([CH2:34][CH:35]([CH3:40])[CH2:36][C:37](O)=[O:38])=[O:33])[CH:26]=[CH:27][C:28]=1[C:29]#[N:30].CCN(C(C)C)C(C)C.C(P1(=O)OP(CCC)(=O)OP(CCC)(=O)O1)CC. The catalyst is CN(C1C=CN=CC=1)C.C(OCC)(=O)C.O. The product is [Cl:22][C:23]1[CH:24]=[C:25]([NH:31][C:32](=[O:33])[CH2:34][CH:35]([CH3:40])[CH2:36][C:37]([NH:1][C:2]2[CH:11]=[C:10]3[C:5]([C:6]4([CH2:21][CH2:20][CH2:19][CH2:18]4)[C:7](=[O:17])[N:8]([CH2:13][CH:14]4[CH2:15][CH2:16]4)[C:9]3=[O:12])=[CH:4][CH:3]=2)=[O:38])[CH:26]=[CH:27][C:28]=1[C:29]#[N:30]. The yield is 0.700.